Dataset: Peptide-MHC class I binding affinity with 185,985 pairs from IEDB/IMGT. Task: Regression. Given a peptide amino acid sequence and an MHC pseudo amino acid sequence, predict their binding affinity value. This is MHC class I binding data. (1) The peptide sequence is GTMPSLTLA. The MHC is HLA-A02:01 with pseudo-sequence HLA-A02:01. The binding affinity (normalized) is 0.314. (2) The peptide sequence is PTNDHIPVV. The MHC is HLA-A02:06 with pseudo-sequence HLA-A02:06. The binding affinity (normalized) is 0.0492. (3) The peptide sequence is DYAMHGTVF. The MHC is HLA-B27:05 with pseudo-sequence HLA-B27:05. The binding affinity (normalized) is 0.0847. (4) The peptide sequence is GEVGLDLTV. The MHC is HLA-A01:01 with pseudo-sequence HLA-A01:01. The binding affinity (normalized) is 0.0847. (5) The peptide sequence is LLNTRRRQ. The MHC is H-2-Kb with pseudo-sequence H-2-Kb. The binding affinity (normalized) is 0. (6) The peptide sequence is FHERGYVKL. The MHC is HLA-B27:05 with pseudo-sequence HLA-B27:05. The binding affinity (normalized) is 0.0847. (7) The peptide sequence is PTITQMNLKY. The MHC is HLA-A23:01 with pseudo-sequence HLA-A23:01. The binding affinity (normalized) is 0. (8) The peptide sequence is LLEIKDKEQY. The MHC is HLA-A01:01 with pseudo-sequence HLA-A01:01. The binding affinity (normalized) is 0.368. (9) The peptide sequence is VFSPFGYSF. The MHC is HLA-B15:01 with pseudo-sequence HLA-B15:01. The binding affinity (normalized) is 0.744. (10) The peptide sequence is PAILRRNI. The MHC is H-2-Kb with pseudo-sequence H-2-Kb. The binding affinity (normalized) is 0.0735.